From a dataset of Reaction yield outcomes from USPTO patents with 853,638 reactions. Predict the reaction yield, written as a fraction of the theoretical maximum amount of product (1.0 means a 100% yield; for example, 0.34 means a 34% yield). (1) The reactants are I[C:2]1[C:10]2[C:5](=[CH:6][C:7]([C@H:11]3[C@@:13]4([C:21]5[C:16](=[CH:17][CH:18]=[CH:19][CH:20]=5)[NH:15][C:14]4=[O:22])[CH2:12]3)=[CH:8][CH:9]=2)[N:4]([CH2:23][O:24][CH2:25][CH2:26][Si:27]([CH3:30])([CH3:29])[CH3:28])[N:3]=1.[CH:31]([C:33]1[CH:38]=[CH:37][N:36]=[CH:35][CH:34]=1)=[CH2:32].C(N(C(C)C)CC)(C)C.CC1C=CC=CC=1P(C1C=CC=CC=1C)C1C=CC=CC=1C. The catalyst is CC([O-])=O.CC([O-])=O.[Pd+2].C(OCC)(=O)C.CN(C=O)C. The product is [N:36]1[CH:37]=[CH:38][C:33](/[CH:31]=[CH:32]/[C:2]2[C:10]3[C:5](=[CH:6][C:7]([C@H:11]4[C@@:13]5([C:21]6[C:16](=[CH:17][CH:18]=[CH:19][CH:20]=6)[NH:15][C:14]5=[O:22])[CH2:12]4)=[CH:8][CH:9]=3)[N:4]([CH2:23][O:24][CH2:25][CH2:26][Si:27]([CH3:30])([CH3:29])[CH3:28])[N:3]=2)=[CH:34][CH:35]=1. The yield is 0.900. (2) The reactants are Br[C:2]1[N:7]=[C:6]([C:8]([NH:10][C:11]2[CH:12]=[N:13][CH:14]=[CH:15][C:16]=2[C@@H:17]2[O:22][C@H:21]([CH3:23])[C@:20]([OH:25])([CH3:24])[C@H:19]([NH:26][C:27](=[O:33])[O:28][C:29]([CH3:32])([CH3:31])[CH3:30])[CH2:18]2)=[O:9])[CH:5]=[CH:4][C:3]=1[F:34].[F:35][C:36]1[CH:37]=[C:38]([NH:52][C:53](=[O:55])[CH3:54])[CH:39]=[C:40]([F:51])[C:41]=1B1OC(C)(C)C(C)(C)O1. No catalyst specified. The product is [C:53]([NH:52][C:38]1[CH:39]=[C:40]([F:51])[C:41]([C:2]2[N:7]=[C:6]([C:8]([NH:10][C:11]3[CH:12]=[N:13][CH:14]=[CH:15][C:16]=3[C@@H:17]3[O:22][C@H:21]([CH3:23])[C@:20]([OH:25])([CH3:24])[C@H:19]([NH:26][C:27](=[O:33])[O:28][C:29]([CH3:30])([CH3:31])[CH3:32])[CH2:18]3)=[O:9])[CH:5]=[CH:4][C:3]=2[F:34])=[C:36]([F:35])[CH:37]=1)(=[O:55])[CH3:54]. The yield is 1.00. (3) The reactants are [CH3:1][C:2]([CH3:24])([CH3:23])[CH2:3][N:4]1[C:8]2[N:9]=[C:10]([C:13]#[N:14])[N:11]=[CH:12][C:7]=2[CH:6]=[C:5]1[CH2:15][N:16]1[CH2:21][CH2:20][C:19](=O)[CH2:18][CH2:17]1.[N:25]1N=CN(N)C=1.C(N(CC)CC)C.[O-]S([O-])(=O)=O.[Mg+2].[BH4-].[Na+]. The catalyst is C(Cl)Cl.CO.CC(C)=O. The product is [NH2:25][CH:19]1[CH2:20][CH2:21][N:16]([CH2:15][C:5]2[N:4]([CH2:3][C:2]([CH3:24])([CH3:23])[CH3:1])[C:8]3[N:9]=[C:10]([C:13]#[N:14])[N:11]=[CH:12][C:7]=3[CH:6]=2)[CH2:17][CH2:18]1. The yield is 0.850. (4) The reactants are [N:1]1([CH:7]2[CH2:12][CH2:11][N:10]([C:13]3[N:18]=[C:17]4[N:19]([C:24]5[C:29]([F:30])=[CH:28][CH:27]=[CH:26][C:25]=5[F:31])[C:20](=[O:23])[NH:21][CH2:22][C:16]4=[C:15](Cl)[N:14]=3)[CH2:9][CH2:8]2)[CH2:6][CH2:5][CH2:4][CH2:3][CH2:2]1.O.C(=O)([O-])[O-].[K+].[K+].[F:40][C:41]1[CH:46]=[CH:45][C:44]([NH:47][C:48](=[O:65])[C:49]2[CH:54]=[CH:53][C:52]([CH3:55])=[C:51](B3OC(C)(C)C(C)(C)O3)[CH:50]=2)=[CH:43][CH:42]=1. The catalyst is O1CCOCC1.C1C=CC([P]([Pd]([P](C2C=CC=CC=2)(C2C=CC=CC=2)C2C=CC=CC=2)([P](C2C=CC=CC=2)(C2C=CC=CC=2)C2C=CC=CC=2)[P](C2C=CC=CC=2)(C2C=CC=CC=2)C2C=CC=CC=2)(C2C=CC=CC=2)C2C=CC=CC=2)=CC=1. The product is [N:1]1([CH:7]2[CH2:12][CH2:11][N:10]([C:13]3[N:14]=[C:15]([C:51]4[CH:50]=[C:49]([CH:54]=[CH:53][C:52]=4[CH3:55])[C:48]([NH:47][C:44]4[CH:45]=[CH:46][C:41]([F:40])=[CH:42][CH:43]=4)=[O:65])[C:16]4[CH2:22][NH:21][C:20](=[O:23])[N:19]([C:24]5[C:29]([F:30])=[CH:28][CH:27]=[CH:26][C:25]=5[F:31])[C:17]=4[N:18]=3)[CH2:9][CH2:8]2)[CH2:6][CH2:5][CH2:4][CH2:3][CH2:2]1. The yield is 0.510. (5) The yield is 0.750. The catalyst is CCOC(C)=O. The reactants are [C:1]1([C:7]2[NH:8][CH:9]=[CH:10][C:11]=2[C:12]([O:14][CH2:15][CH3:16])=[O:13])[CH:6]=[CH:5][CH:4]=[CH:3][CH:2]=1.CN(C=O)C.[C:22]1([S:28](Cl)(=[O:30])=[O:29])[CH:27]=[CH:26][CH:25]=[CH:24][CH:23]=1.O. The product is [C:1]1([C:7]2[N:8]([S:28]([C:22]3[CH:27]=[CH:26][CH:25]=[CH:24][CH:23]=3)(=[O:30])=[O:29])[CH:9]=[CH:10][C:11]=2[C:12]([O:14][CH2:15][CH3:16])=[O:13])[CH:2]=[CH:3][CH:4]=[CH:5][CH:6]=1. (6) The reactants are [Na].Cl[C:3]1[N:8]=[C:7]([O:9][C:10]2[CH:11]=[C:12]([CH:15]=[C:16]([CH3:18])[CH:17]=2)[C:13]#[N:14])[C:6]([CH:19]([CH3:21])[CH3:20])=[C:5](Cl)[N:4]=1.[CH2:23]([OH:30])[C:24]1[CH:29]=[CH:28][CH:27]=[CH:26][CH:25]=1. No catalyst specified. The product is [CH2:23]([O:30][C:3]1[N:8]=[C:7]([O:9][C:10]2[CH:11]=[C:12]([CH:15]=[C:16]([CH3:18])[CH:17]=2)[C:13]#[N:14])[C:6]([CH:19]([CH3:21])[CH3:20])=[C:5]([O:30][CH2:23][C:24]2[CH:29]=[CH:28][CH:27]=[CH:26][CH:25]=2)[N:4]=1)[C:24]1[CH:29]=[CH:28][CH:27]=[CH:26][CH:25]=1. The yield is 0.680. (7) The reactants are [CH3:1][O:2][C:3]1[CH:27]=[CH:26][C:6]([CH2:7][N:8]2[CH:12]=[C:11]([C:13]3[N:14]=[C:15]([NH:18][C:19]4[N:24]=[C:23]([CH3:25])[CH:22]=[CH:21][N:20]=4)[S:16][CH:17]=3)[CH:10]=[N:9]2)=[CH:5][CH:4]=1.[Cl:28]N1C(=O)CCC1=O. The catalyst is CN(C=O)C. The product is [Cl:28][C:17]1[S:16][C:15]([NH:18][C:19]2[N:24]=[C:23]([CH3:25])[CH:22]=[CH:21][N:20]=2)=[N:14][C:13]=1[C:11]1[CH:10]=[N:9][N:8]([CH2:7][C:6]2[CH:5]=[CH:4][C:3]([O:2][CH3:1])=[CH:27][CH:26]=2)[CH:12]=1. The yield is 0.610.